From a dataset of Reaction yield outcomes from USPTO patents with 853,638 reactions. Predict the reaction yield, written as a fraction of the theoretical maximum amount of product (1.0 means a 100% yield; for example, 0.34 means a 34% yield). The reactants are ClC(Cl)(O[C:5](=[O:11])OC(Cl)(Cl)Cl)Cl.[F:13][C:14]1[CH:15]=[C:16]([CH:19]=[CH:20][CH:21]=1)[CH2:17][NH2:18].CCN(C(C)C)C(C)C. The catalyst is C(Cl)Cl. The product is [F:13][C:14]1[CH:15]=[C:16]([CH:19]=[CH:20][CH:21]=1)[CH2:17][N:18]=[C:5]=[O:11]. The yield is 1.00.